This data is from Full USPTO retrosynthesis dataset with 1.9M reactions from patents (1976-2016). The task is: Predict the reactants needed to synthesize the given product. (1) Given the product [F:13][C:14]1[CH:19]=[CH:18][C:17]([C:10]2([OH:12])[CH2:11][N:8]([C:1]([O:3][C:4]([CH3:7])([CH3:6])[CH3:5])=[O:2])[CH2:9]2)=[CH:16][CH:15]=1, predict the reactants needed to synthesize it. The reactants are: [C:1]([N:8]1[CH2:11][C:10](=[O:12])[CH2:9]1)([O:3][C:4]([CH3:7])([CH3:6])[CH3:5])=[O:2].[F:13][C:14]1[CH:19]=[CH:18][C:17]([Mg]Br)=[CH:16][CH:15]=1. (2) The reactants are: [CH2:1]([O:8][C:9]1[CH:14]=[CH:13][CH:12]=[C:11](I)[CH:10]=1)[C:2]1[CH:7]=[CH:6][CH:5]=[CH:4][CH:3]=1.[C:16](=O)([O-])[O-:17].[K+].[K+].[OH2:22].[C:23]1([CH3:29])[CH:28]=[CH:27][CH:26]=[CH:25][CH:24]=1. Given the product [CH2:1]([O:8][C:9]1[CH:10]=[C:11]([C:26]2[CH:27]=[CH:28][C:23]([C:29]([O:17][CH3:16])=[O:22])=[CH:24][CH:25]=2)[CH:12]=[CH:13][CH:14]=1)[C:2]1[CH:7]=[CH:6][CH:5]=[CH:4][CH:3]=1, predict the reactants needed to synthesize it. (3) Given the product [CH2:1]([N:16]1[N:17]=[N:18][C:19]([C:20]2[CH:21]=[CH:22][C:23]([C:26]3[CH:31]=[CH:30][C:29]([O:32][CH2:33][O:34][CH3:35])=[CH:28][CH:27]=3)=[CH:24][CH:25]=2)=[N:15]1)[CH:2]=[CH2:3], predict the reactants needed to synthesize it. The reactants are: [CH2:1](Br)[CH:2]=[CH2:3].C(=O)([O-])[O-].[Cs+].[Cs+].O.C([N:15]1[C:19]([C:20]2[CH:25]=[CH:24][C:23]([C:26]3[CH:31]=[CH:30][C:29]([O:32][CH2:33][O:34][CH3:35])=[CH:28][CH:27]=3)=[CH:22][CH:21]=2)=[N:18][N:17]=[N:16]1)C=C. (4) Given the product [CH2:58]([O:59][C:11](=[O:38])[CH2:12][N:13]1[N:19]=[C:18]([CH:20]2[CH2:21][CH2:22][CH2:23][CH2:24][CH2:25]2)[C:17]2[CH:26]=[CH:27][CH:28]=[CH:29][C:16]=2[N:15]([CH2:30][C:31](=[O:36])[C:32]([CH3:34])([CH3:33])[CH3:35])[C:14]1=[O:37])[CH3:57], predict the reactants needed to synthesize it. The reactants are: COC(=O)C1C=CC=C(N[C:11](=[O:38])[CH2:12][N:13]2[N:19]=[C:18]([CH:20]3[CH2:25][CH2:24][CH2:23][CH2:22][CH2:21]3)[C:17]3[CH:26]=[CH:27][CH:28]=[CH:29][C:16]=3[N:15]([CH2:30][C:31](=[O:36])[C:32]([CH3:35])([CH3:34])[CH3:33])[C:14]2=[O:37])C=1.C1(C2C3C=CC=CC=3N([CH2:57][C:58](C3CC3)=[O:59])C(=O)N(CC(O)=O)N=2)CCCCC1.C(OC(=O)CSC1C=CC=C(N)C=1)C.C1(C2C3C=CC=CC=3N(CC(=O)C(C)(C)C)C(=O)N(CC(O)=O)N=2)CCCCC1.COC(=O)C1C=CC=C(N)C=1. (5) Given the product [Cl:21][C:17]1[CH:16]=[C:15]([N:4]2[CH2:5][CH2:6][N:1]([C:7]([O:9][C:10]([CH3:13])([CH3:12])[CH3:11])=[O:8])[CH2:2][CH2:3]2)[CH:20]=[CH:19][CH:18]=1, predict the reactants needed to synthesize it. The reactants are: [N:1]1([C:7]([O:9][C:10]([CH3:13])([CH3:12])[CH3:11])=[O:8])[CH2:6][CH2:5][NH:4][CH2:3][CH2:2]1.Br[C:15]1[CH:20]=[CH:19][CH:18]=[C:17]([Cl:21])[CH:16]=1.C1C=CC(P(C2C(C3C(P(C4C=CC=CC=4)C4C=CC=CC=4)=CC=C4C=3C=CC=C4)=C3C(C=CC=C3)=CC=2)C2C=CC=CC=2)=CC=1.CC([O-])(C)C.[Na+]. (6) Given the product [Cl:17][C:18]1[CH:19]=[C:20]([NH:21][C:10](=[O:12])/[CH:9]=[CH:8]/[C:4]2[CH:5]=[CH:6][CH:7]=[C:2]([OH:1])[CH:3]=2)[CH:22]=[CH:23][CH:24]=1, predict the reactants needed to synthesize it. The reactants are: [OH:1][C:2]1[CH:3]=[C:4](/[CH:8]=[CH:9]/[C:10]([OH:12])=O)[CH:5]=[CH:6][CH:7]=1.S(Cl)(Cl)=O.[Cl:17][C:18]1[CH:19]=[C:20]([CH:22]=[CH:23][CH:24]=1)[NH2:21].C(N(CC)CC)C.